From a dataset of Reaction yield outcomes from USPTO patents with 853,638 reactions. Predict the reaction yield, written as a fraction of the theoretical maximum amount of product (1.0 means a 100% yield; for example, 0.34 means a 34% yield). (1) The reactants are [NH2:1][C:2]1[CH:19]=[CH:18][C:5]([O:6][C:7]2[C:16]3[N:15]=[CH:14][C:13](=[O:17])[NH:12][C:11]=3[N:10]=[CH:9][CH:8]=2)=[CH:4][C:3]=1[F:20].[C:21]([C:25]1[CH:29]=[C:28]([N:30]=[C:31]=[O:32])[N:27]([C:33]2[CH:34]=[CH:35][C:36]([O:39][CH3:40])=[N:37][CH:38]=2)[N:26]=1)([CH3:24])([CH3:23])[CH3:22]. No catalyst specified. The product is [C:21]([C:25]1[CH:29]=[C:28]([NH:30][C:31]([NH:1][C:2]2[CH:19]=[CH:18][C:5]([O:6][C:7]3[C:16]4[N:15]=[CH:14][C:13](=[O:17])[NH:12][C:11]=4[N:10]=[CH:9][CH:8]=3)=[CH:4][C:3]=2[F:20])=[O:32])[N:27]([C:33]2[CH:38]=[N:37][C:36]([O:39][CH3:40])=[CH:35][CH:34]=2)[N:26]=1)([CH3:24])([CH3:22])[CH3:23]. The yield is 0.0700. (2) The reactants are [C:1](Cl)(=[O:4])[CH:2]=[CH2:3].[Cl:6][C:7]1[C:8]([C:30]2[C:38]3[C:33](=[CH:34][CH:35]=[CH:36][CH:37]=3)[N:32]([CH3:39])[CH:31]=2)=[N:9][C:10]([NH:13][C:14]2[CH:15]=[C:16]([NH2:29])[C:17]([N:22]([CH2:24][CH2:25][N:26]([CH3:28])[CH3:27])[CH3:23])=[CH:18][C:19]=2[O:20][CH3:21])=[N:11][CH:12]=1.CCN(C(C)C)C(C)C. The catalyst is C(Cl)Cl. The product is [Cl:6][C:7]1[C:8]([C:30]2[C:38]3[C:33](=[CH:34][CH:35]=[CH:36][CH:37]=3)[N:32]([CH3:39])[CH:31]=2)=[N:9][C:10]([NH:13][C:14]2[C:19]([O:20][CH3:21])=[CH:18][C:17]([N:22]([CH2:24][CH2:25][N:26]([CH3:27])[CH3:28])[CH3:23])=[C:16]([NH:29][C:1](=[O:4])[CH:2]=[CH2:3])[CH:15]=2)=[N:11][CH:12]=1. The yield is 0.770. (3) The reactants are C([O:5][C:6](=[O:44])[CH:7]([NH:36]C(OC(C)(C)C)=O)[CH2:8][CH2:9][C:10]([O:12][CH2:13][C:14]1[CH:19]=[CH:18][C:17]([NH:20][C:21]2[N:26]=[C:25]([NH2:27])[N:24]=[C:23]([C:28]3[CH:33]=[C:32]([Cl:34])[CH:31]=[CH:30][C:29]=3[CH3:35])[N:22]=2)=[CH:16][CH:15]=1)=[O:11])(C)(C)C.C(O)(=O)C.ClCCl.Cl. The catalyst is O1CCOCC1.C(OCC)(=O)C. The product is [NH2:27][C:25]1[N:24]=[C:23]([C:28]2[CH:33]=[C:32]([Cl:34])[CH:31]=[CH:30][C:29]=2[CH3:35])[N:22]=[C:21]([NH:20][C:17]2[CH:16]=[CH:15][C:14]([CH2:13][O:12][C:10](=[O:11])[CH2:9][CH2:8][C@H:7]([NH2:36])[C:6]([OH:44])=[O:5])=[CH:19][CH:18]=2)[N:26]=1. The yield is 0.750. (4) The reactants are Br[C:2]1[CH:7]=[C:6]([Cl:8])[N:5]=[N:4][C:3]=1[NH2:9].Br[CH2:11][C:12]([C:14]1[CH:19]=[CH:18][CH:17]=[CH:16][CH:15]=1)=O.O1CCOCC1.[NH:26]1[CH2:31][CH2:30][O:29][CH2:28][CH2:27]1. The catalyst is C(O)C. The product is [Cl:8][C:6]1[CH:7]=[C:2]([N:26]2[CH2:31][CH2:30][O:29][CH2:28][CH2:27]2)[C:3]2[N:4]([CH:11]=[C:12]([C:14]3[CH:19]=[CH:18][CH:17]=[CH:16][CH:15]=3)[N:9]=2)[N:5]=1. The yield is 0.360. (5) The reactants are [F:1][C:2]1[CH:3]=[C:4]([C:17]2[CH:22]=[CH:21][C:20]([S:23]([CH3:26])(=[O:25])=[O:24])=[CH:19][CH:18]=2)[CH:5]=[C:6]([F:16])[C:7]=1[O:8][CH:9]1[CH2:14][CH2:13][CH:12]([NH2:15])[CH2:11][CH2:10]1.C([O-])([O-])=O.[K+].[K+].[C:33](Cl)(=[O:38])[CH2:34][CH:35]([CH3:37])[CH3:36]. The catalyst is CN(C=O)C. The product is [F:16][C:6]1[CH:5]=[C:4]([C:17]2[CH:22]=[CH:21][C:20]([S:23]([CH3:26])(=[O:25])=[O:24])=[CH:19][CH:18]=2)[CH:3]=[C:2]([F:1])[C:7]=1[O:8][CH:9]1[CH2:10][CH2:11][CH:12]([NH:15][C:33](=[O:38])[CH2:34][CH:35]([CH3:37])[CH3:36])[CH2:13][CH2:14]1. The yield is 0.416. (6) The reactants are [CH3:1][S:2](Cl)(=[O:4])=[O:3].[CH:6]([O:9][C:10]([N:12]1[CH2:18][CH2:17][CH2:16][CH:15]([N:19]([C:35](=[O:37])[CH3:36])[CH2:20][C:21]2[CH:26]=[C:25]([C:27]([F:30])([F:29])[F:28])[CH:24]=[C:23]([C:31]([F:34])([F:33])[F:32])[CH:22]=2)[C:14]2[CH:38]=[C:39]([NH2:42])[CH:40]=[CH:41][C:13]1=2)=[O:11])([CH3:8])[CH3:7].N1C=CC=CC=1. The catalyst is ClCCl. The product is [C:35]([N:19]([CH2:20][C:21]1[CH:22]=[C:23]([C:31]([F:34])([F:33])[F:32])[CH:24]=[C:25]([C:27]([F:30])([F:28])[F:29])[CH:26]=1)[CH:15]1[CH2:16][CH2:17][CH2:18][N:12]([C:10]([O:9][CH:6]([CH3:8])[CH3:7])=[O:11])[C:13]2[CH:41]=[CH:40][C:39]([NH:42][S:2]([CH3:1])(=[O:4])=[O:3])=[CH:38][C:14]1=2)(=[O:37])[CH3:36]. The yield is 0.650. (7) The reactants are [OH:1][CH2:2][C:3]([CH2:10][OH:11])([CH2:7][CH:8]=[CH2:9])[C:4]([OH:6])=[O:5].[C:12]([O-])([O-])=O.[K+].[K+].CI. The catalyst is CC(C)=O. The product is [OH:1][CH2:2][C:3]([CH2:10][OH:11])([CH2:7][CH:8]=[CH2:9])[C:4]([O:6][CH3:12])=[O:5]. The yield is 0.230. (8) The reactants are Br[C:2]1[S:6][C:5]([S:7]([NH:10][C:11]2[CH:16]=[CH:15][CH:14]=[C:13]([C:17]3[NH:21][N:20]=[N:19][N:18]=3)[CH:12]=2)(=[O:9])=[O:8])=[CH:4][CH:3]=1.[N:22]1[CH:27]=[CH:26][C:25](B(O)O)=[CH:24][CH:23]=1. No catalyst specified. The yield is 0.160. The product is [N:22]1[CH:27]=[CH:26][C:25]([C:2]2[S:6][C:5]([S:7]([NH:10][C:11]3[CH:16]=[CH:15][CH:14]=[C:13]([C:17]4[NH:21][N:20]=[N:19][N:18]=4)[CH:12]=3)(=[O:9])=[O:8])=[CH:4][CH:3]=2)=[CH:24][CH:23]=1.